This data is from Catalyst prediction with 721,799 reactions and 888 catalyst types from USPTO. The task is: Predict which catalyst facilitates the given reaction. (1) Reactant: ON1[C:7]([CH3:9])([CH3:8])[CH2:6][CH:5](NC(=O)C)[CH2:4][C:3]1([CH3:15])C.[C:16]([OH:19])(=[O:22])C.[C:16]([OH:19])(=[O:22])C.I[C:25]1[CH:30]=CC=[CH:30][CH:25]=1.[C:31](=[O:34])(O)[O-:32].[Na+].[OH-:36].[Na+]. Product: [OH:36][C:7]([CH3:8])([CH3:9])[C:6]([C:5]1[CH:4]=[CH:3][C:15]([O:19][CH2:16][C:31]([OH:32])=[O:34])=[CH:25][CH:30]=1)=[O:22]. The catalyst class is: 192. (2) Reactant: [C:1]([O:5][C:6]([N:8]1[CH2:13][CH2:12][CH:11]([CH2:14][CH2:15][C:16]([O:18][CH3:19])=[O:17])[CH2:10][CH2:9]1)=[O:7])([CH3:4])([CH3:3])[CH3:2].[CH:20]([N-]C(C)C)(C)C.[Li+].CI.CN1C(=O)N(C)CCC1. Product: [C:1]([O:5][C:6]([N:8]1[CH2:13][CH2:12][CH:11]([CH2:14][CH:15]([C:16]([O:18][CH3:19])=[O:17])[CH3:20])[CH2:10][CH2:9]1)=[O:7])([CH3:4])([CH3:3])[CH3:2]. The catalyst class is: 1.